From a dataset of Full USPTO retrosynthesis dataset with 1.9M reactions from patents (1976-2016). Predict the reactants needed to synthesize the given product. (1) Given the product [F:1][C:2]1[CH:7]=[C:6]([F:8])[CH:5]=[CH:4][C:3]=1[C:9]1[CH:14]=[CH:13][CH:12]=[C:11]([NH:15][C:16]([C:18]2[N:19]([C:35]([O:34][C:31]([CH3:33])([CH3:32])[CH3:30])=[O:36])[C:20]3[C:25]([CH:26]=2)=[CH:24][CH:23]=[C:22]([N+:27]([O-:29])=[O:28])[CH:21]=3)=[O:17])[CH:10]=1, predict the reactants needed to synthesize it. The reactants are: [F:1][C:2]1[CH:7]=[C:6]([F:8])[CH:5]=[CH:4][C:3]=1[C:9]1[CH:14]=[CH:13][CH:12]=[C:11]([NH:15][C:16]([C:18]2[NH:19][C:20]3[C:25]([CH:26]=2)=[CH:24][CH:23]=[C:22]([N+:27]([O-:29])=[O:28])[CH:21]=3)=[O:17])[CH:10]=1.[CH3:30][C:31]([O:34][C:35](O[C:35]([O:34][C:31]([CH3:33])([CH3:32])[CH3:30])=[O:36])=[O:36])([CH3:33])[CH3:32].CCN(CC)CC. (2) Given the product [CH2:30]([O:32][C:33]([C:35]1[C:40]([CH2:41][S:21][CH2:19][C:20]2[CH:7]=[CH:6][C:5]([C:11]3[CH:16]=[CH:15][C:14]([Cl:17])=[CH:13][C:12]=3[Cl:18])=[CH:4][C:3]=2[CH2:8][CH3:9])=[N:39][CH:38]=[CH:37][N:36]=1)=[O:34])[CH3:31], predict the reactants needed to synthesize it. The reactants are: BrC[C:3]1[CH:4]=[C:5]([C:11]2[CH:16]=[CH:15][C:14]([Cl:17])=[CH:13][C:12]=2[Cl:18])[CH:6]=[CH:7][C:8]=1[CH2:9]C.[C:19]([O-])(=[S:21])[CH3:20].[K+].C(=O)([O-])[O-].[K+].[K+].[CH2:30]([O:32][C:33]([C:35]1[C:40]([CH2:41]Br)=[N:39][CH:38]=[CH:37][N:36]=1)=[O:34])[CH3:31]. (3) Given the product [CH3:32][N:30]1[CH:31]=[C:27]([C:24]2[N:23]=[C:22]3[N:18]([CH2:17][C@H:13]4[O:14][CH2:15][CH2:16][N:11]([C:8]5[N:7]=[CH:6][C:5]([O:4][CH2:3][CH2:2][N:37]6[CH2:38][CH2:39][N:34]([CH3:33])[CH2:35][CH2:36]6)=[CH:10][N:9]=5)[CH2:12]4)[N:19]=[N:20][C:21]3=[N:26][CH:25]=2)[CH:28]=[N:29]1, predict the reactants needed to synthesize it. The reactants are: Cl[CH2:2][CH2:3][O:4][C:5]1[CH:6]=[N:7][C:8]([N:11]2[CH2:16][CH2:15][O:14][C@H:13]([CH2:17][N:18]3[C:22]4=[N:23][C:24]([C:27]5[CH:28]=[N:29][N:30]([CH3:32])[CH:31]=5)=[CH:25][N:26]=[C:21]4[N:20]=[N:19]3)[CH2:12]2)=[N:9][CH:10]=1.[CH3:33][N:34]1[CH2:39][CH2:38][NH:37][CH2:36][CH2:35]1. (4) Given the product [ClH:20].[N:12]1([C:18]([O:9][CH2:8][C:6]2[CH:5]=[CH:4][CH:3]=[C:2]([CH3:1])[N:7]=2)=[O:19])[CH2:17][CH2:16][O:15][CH2:14][CH2:13]1, predict the reactants needed to synthesize it. The reactants are: [CH3:1][C:2]1[N:7]=[C:6]([CH2:8][OH:9])[CH:5]=[CH:4][CH:3]=1.[H-].[Na+].[N:12]1([C:18]([Cl:20])=[O:19])[CH2:17][CH2:16][O:15][CH2:14][CH2:13]1. (5) Given the product [F:12][C:11]1[C:2]([F:1])=[C:3]2[C:8]([CH2:7][CH2:6][CH:5]([CH2:13][CH2:14][CH3:15])[CH2:4]2)=[CH:9][CH:10]=1, predict the reactants needed to synthesize it. The reactants are: [F:1][C:2]1[C:11]([F:12])=[CH:10][CH:9]=[C:8]2[C:3]=1[CH:4]=[C:5]([CH2:13][CH2:14][CH3:15])[CH2:6][CH2:7]2. (6) Given the product [F:1][C:2]1[CH:3]=[C:4]2[C:8](=[C:9]([N+:11]([O-:13])=[O:12])[CH:10]=1)[NH:7][CH:6]=[C:5]2[CH:14]([C:19]1[CH:24]=[CH:23][C:22]([C:25]([F:26])([F:28])[F:27])=[CH:21][CH:20]=1)[CH2:15][C:16]([O:18][CH2:33][CH3:34])=[O:17], predict the reactants needed to synthesize it. The reactants are: [F:1][C:2]1[CH:3]=[C:4]2[C:8](=[C:9]([N+:11]([O-:13])=[O:12])[CH:10]=1)[NH:7][CH:6]=[C:5]2[CH:14]([C:19]1[CH:24]=[CH:23][C:22]([C:25]([F:28])([F:27])[F:26])=[CH:21][CH:20]=1)[CH2:15][C:16]([OH:18])=[O:17].S(Cl)(Cl)=O.[CH2:33](O)[CH3:34]. (7) Given the product [CH3:19][O:15][CH:12]1[CH2:13][CH2:14][N:10]([C:7]2[CH:6]=[CH:5][C:4]([N+:1]([O-:3])=[O:2])=[CH:9][N:8]=2)[CH2:11]1, predict the reactants needed to synthesize it. The reactants are: [N+:1]([C:4]1[CH:5]=[CH:6][C:7]([N:10]2[CH2:14][CH2:13][CH:12]([OH:15])[CH2:11]2)=[N:8][CH:9]=1)([O-:3])=[O:2].[H-].[Na+].I[CH3:19]. (8) Given the product [CH3:3][C:2]([CH3:13])([O:4][C:5]([N:7]1[CH2:8][CH2:9][N:10]([CH:24]2[CH2:23][CH2:22][N:21]([CH2:20][C:14]3[CH:19]=[CH:18][CH:17]=[CH:16][CH:15]=3)[CH2:26][CH2:25]2)[CH2:11][CH2:12]1)=[O:6])[CH3:1], predict the reactants needed to synthesize it. The reactants are: [CH3:1][C:2]([CH3:13])([O:4][C:5]([N:7]1[CH2:12][CH2:11][NH:10][CH2:9][CH2:8]1)=[O:6])[CH3:3].[C:14]1([CH2:20][N:21]2[CH2:26][CH2:25][C:24](=O)[CH2:23][CH2:22]2)[CH:19]=[CH:18][CH:17]=[CH:16][CH:15]=1.C(O)(=O)C.C([BH3-])#N.[Na+].